This data is from Forward reaction prediction with 1.9M reactions from USPTO patents (1976-2016). The task is: Predict the product of the given reaction. (1) Given the reactants [N:1]1([C:6]2[N:11]=[C:10]([CH:12]3[CH2:16][CH2:15][CH2:14][N:13]3[CH2:17][CH2:18][NH2:19])[CH:9]=[C:8]([CH3:20])[N:7]=2)[CH:5]=[CH:4][N:3]=[CH:2]1.[O:21]1[C:26]2[CH:27]=[CH:28][C:29]([CH:31]=O)=[CH:30][C:25]=2[O:24][CH2:23][CH2:22]1.O.C1(C)C=CC(S(O)(=O)=O)=CC=1.C(O[BH-](OC(=O)C)OC(=O)C)(=O)C.[Na+].[OH-].[Na+], predict the reaction product. The product is: [O:21]1[C:26]2[CH:27]=[CH:28][C:29]([CH2:31][NH:19][CH2:18][CH2:17][N:13]3[CH2:14][CH2:15][CH2:16][CH:12]3[C:10]3[CH:9]=[C:8]([CH3:20])[N:7]=[C:6]([N:1]4[CH:5]=[CH:4][N:3]=[CH:2]4)[N:11]=3)=[CH:30][C:25]=2[O:24][CH2:23][CH2:22]1. (2) Given the reactants [CH2:1]([N:8]1[CH2:13][C:12](=O)[NH:11][C@H:10]([CH2:15][C:16]2[S:17][CH:18]=[CH:19][CH:20]=2)[C:9]1=O)[C:2]1[CH:7]=[CH:6][CH:5]=[CH:4][CH:3]=1.C1COCC1.[H-].[Al+3].[Li+].[H-].[H-].[H-].[OH-].[Na+], predict the reaction product. The product is: [CH2:1]([N:8]1[CH2:13][CH2:12][NH:11][C@H:10]([CH2:15][C:16]2[S:17][CH:18]=[CH:19][CH:20]=2)[CH2:9]1)[C:2]1[CH:3]=[CH:4][CH:5]=[CH:6][CH:7]=1.